Dataset: Reaction yield outcomes from USPTO patents with 853,638 reactions. Task: Predict the reaction yield, written as a fraction of the theoretical maximum amount of product (1.0 means a 100% yield; for example, 0.34 means a 34% yield). (1) The reactants are [O:1]([CH2:8][CH2:9][S:10][CH2:11][C:12]([NH:14][NH:15][C:16]([C:18]1[C:27]2[C:22](=[CH:23][CH:24]=[CH:25][CH:26]=2)[C:21]([N:28]([CH3:30])[CH3:29])=[CH:20][CH:19]=1)=[O:17])=O)[C:2]1[CH:7]=[CH:6][CH:5]=[CH:4][CH:3]=1.CN(C)CC1OC2C=C(C3OC(CSCCOC4C=CC=CC=4)=NN=3)C=CC=2C=1. No catalyst specified. The product is [CH3:30][N:28]([CH3:29])[C:21]1[C:22]2[C:27](=[CH:26][CH:25]=[CH:24][CH:23]=2)[C:18]([C:16]2[O:17][C:12]([CH2:11][S:10][CH2:9][CH2:8][O:1][C:2]3[CH:3]=[CH:4][CH:5]=[CH:6][CH:7]=3)=[N:14][N:15]=2)=[CH:19][CH:20]=1. The yield is 0.640. (2) The reactants are [NH2:1][C:2]1[CH:34]=[CH:33][C:5]([C:6]([NH:8][CH:9]2[CH2:14][CH:13]([OH:15])[CH2:12][CH:11]([NH:16][C:17]3[N:22]=[C:21]([C:23]4[C:31]5[C:26](=[CH:27][CH:28]=[CH:29][CH:30]=5)[NH:25][CH:24]=4)[C:20]([Cl:32])=[CH:19][N:18]=3)[CH2:10]2)=[O:7])=[CH:4][CH:3]=1.C[CH2:36][N:37]([CH:41]([CH3:43])C)[CH:38](C)C.BrC/C=[CH:47]/[C:48](Cl)=[O:49].C(Cl)Cl.CNC.C1COCC1. The catalyst is CN1C(=O)CCC1.C1COCC1. The product is [Cl:32][C:20]1[C:21]([C:23]2[C:31]3[C:26](=[CH:27][CH:28]=[CH:29][CH:30]=3)[NH:25][CH:24]=2)=[N:22][C:17]([NH:16][CH:11]2[CH2:12][CH:13]([OH:15])[CH2:14][CH:9]([NH:8][C:6](=[O:7])[C:5]3[CH:33]=[CH:34][C:2]([NH:1][C:48](=[O:49])/[CH:47]=[CH:43]/[CH2:41][N:37]([CH3:36])[CH3:38])=[CH:3][CH:4]=3)[CH2:10]2)=[N:18][CH:19]=1. The yield is 0.550. (3) The reactants are [Cl:1][C:2]1[CH:3]=[C:4]([CH:26]=[CH:27][CH:28]=1)[O:5][C:6]1[CH:15]=[CH:14][C:13]2[NH:12][CH:11]([CH:16]3[CH2:21][CH2:20][CH2:19][CH2:18][CH2:17]3)[CH:10]3[CH2:22][CH2:23][CH2:24][O:25][CH:9]3[C:8]=2[CH:7]=1.Cl. The catalyst is CC(C)=O. The product is [ClH:1].[Cl:1][C:2]1[CH:3]=[C:4]([CH:26]=[CH:27][CH:28]=1)[O:5][C:6]1[CH:15]=[CH:14][C:13]2[NH:12][CH:11]([CH:16]3[CH2:17][CH2:18][CH2:19][CH2:20][CH2:21]3)[CH:10]3[CH2:22][CH2:23][CH2:24][O:25][CH:9]3[C:8]=2[CH:7]=1. The yield is 0.790. (4) The reactants are Br[C:2]1[S:6][C:5]([CH2:7][N:8]2[C:16]3[C:11](=[CH:12][CH:13]=[CH:14][CH:15]=3)[C:10]3([C:20]4=[CH:21][C:22]5[O:26][CH2:25][O:24][C:23]=5[CH:27]=[C:19]4[O:18][CH2:17]3)[C:9]2=[O:28])=[CH:4][CH:3]=1.[CH3:29][N:30](C)C=O. The catalyst is O.[C-]#N.[Zn+2].[C-]#N.C1C=CC(/C=C/C(/C=C/C2C=CC=CC=2)=O)=CC=1.C1C=CC(/C=C/C(/C=C/C2C=CC=CC=2)=O)=CC=1.C1C=CC(/C=C/C(/C=C/C2C=CC=CC=2)=O)=CC=1.[Pd].[Pd].C1(P(C2C=CC=CC=2)[C-]2C=CC=C2)C=CC=CC=1.[C-]1(P(C2C=CC=CC=2)C2C=CC=CC=2)C=CC=C1.[Fe+2]. The product is [O:28]=[C:9]1[C:10]2([C:20]3=[CH:21][C:22]4[O:26][CH2:25][O:24][C:23]=4[CH:27]=[C:19]3[O:18][CH2:17]2)[C:11]2[C:16](=[CH:15][CH:14]=[CH:13][CH:12]=2)[N:8]1[CH2:7][C:5]1[S:6][C:2]([C:29]#[N:30])=[CH:3][CH:4]=1. The yield is 0.440.